From a dataset of Full USPTO retrosynthesis dataset with 1.9M reactions from patents (1976-2016). Predict the reactants needed to synthesize the given product. (1) Given the product [CH3:29][NH:31][C:19]([C:14]1[C:13]2[C:17](=[CH:18][C:10]([C:7]3[CH:8]=[CH:9][C:4]([N+:1]([O-:3])=[O:2])=[CH:5][CH:6]=3)=[CH:11][CH:12]=2)[NH:16][N:15]=1)=[O:20], predict the reactants needed to synthesize it. The reactants are: [N+:1]([C:4]1[CH:9]=[CH:8][C:7]([C:10]2[CH:18]=[C:17]3[C:13]([C:14]([C:19](O)=[O:20])=[N:15][NH:16]3)=[CH:12][CH:11]=2)=[CH:6][CH:5]=1)([O-:3])=[O:2].Cl.CN.C1C=CC2N(O)N=[N:31][C:29]=2C=1.C(N(CC)CC)C.CCN=C=NCCCN(C)C.C(=O)(O)[O-].[Na+]. (2) Given the product [Br:24][C:23]1[CH:22]=[C:21]([C:25]([F:28])([F:27])[F:26])[CH:20]=[C:16]2[C:15]=1[N:14]=[CH:30][N:13]([NH:12][C:5]1[CH:6]=[C:7]([C:10]#[CH:11])[CH:8]=[CH:9][C:4]=1[S:3][CH2:1][CH3:2])[C:17]2=[O:18], predict the reactants needed to synthesize it. The reactants are: [CH2:1]([S:3][C:4]1[CH:9]=[CH:8][C:7]([C:10]#[CH:11])=[CH:6][C:5]=1[NH:12][NH2:13])[CH3:2].[NH2:14][C:15]1[C:23]([Br:24])=[CH:22][C:21]([C:25]([F:28])([F:27])[F:26])=[CH:20][C:16]=1[C:17](O)=[O:18].N[C:30]1C(C(NNC2C=C(C#N)C=CC=2SCC)=O)=CC(Br)=CN=1.